Dataset: Reaction yield outcomes from USPTO patents with 853,638 reactions. Task: Predict the reaction yield, written as a fraction of the theoretical maximum amount of product (1.0 means a 100% yield; for example, 0.34 means a 34% yield). (1) The catalyst is ClCCl.C(OCC)(=O)C. The reactants are [CH3:1][S:2]([CH2:5][C:6]([CH3:33])([CH3:32])[C@@H:7]([NH:9][C:10]([C:12]1[C:20]2[C:15](=[N:16][CH:17]=[C:18]([CH:21]3[CH2:23][CH2:22]3)[N:19]=2)[N:14](COCC[Si](C)(C)C)[CH:13]=1)=[O:11])[CH3:8])(=[O:4])=[O:3].FC(F)(F)C(O)=O.C([O-])(=O)C.[Na+].O. The product is [CH3:1][S:2]([CH2:5][C:6]([CH3:32])([CH3:33])[C@@H:7]([NH:9][C:10]([C:12]1[C:20]2[C:15](=[N:16][CH:17]=[C:18]([CH:21]3[CH2:22][CH2:23]3)[N:19]=2)[NH:14][CH:13]=1)=[O:11])[CH3:8])(=[O:4])=[O:3]. The yield is 0.470. (2) The reactants are C(OC(=O)[NH:10][C:11]1[CH:16]=[C:15]([F:17])[C:14]([O:18][CH2:19][CH2:20][CH3:21])=[CH:13][C:12]=1[F:22])C1C=CC=CC=1. The catalyst is CO. The product is [F:22][C:12]1[CH:13]=[C:14]([O:18][CH2:19][CH2:20][CH3:21])[C:15]([F:17])=[CH:16][C:11]=1[NH2:10]. The yield is 0.940. (3) The reactants are Cl[C:2]1[CH:3]=[CH:4][C:5]2[N:6]([CH:8]=[CH:9][N:10]=2)[N:7]=1.[NH3:11]. No catalyst specified. The product is [N:10]1[CH:9]=[CH:8][N:6]2[C:5]=1[CH:4]=[CH:3][C:2]([NH2:11])=[N:7]2. The yield is 0.270. (4) The reactants are [NH:1]1[C:10]2[C:5](=[CH:6][CH:7]=[CH:8][CH:9]=2)[CH2:4][CH2:3][CH2:2]1.[N+:11]([O-])([O-:13])=[O:12].[K+].C([O-])(O)=O.[Na+]. The catalyst is OS(O)(=O)=O. The product is [N+:11]([C:8]1[CH:9]=[C:10]2[C:5]([CH2:4][CH2:3][CH2:2][NH:1]2)=[CH:6][CH:7]=1)([O-:13])=[O:12]. The yield is 0.250.